From a dataset of Forward reaction prediction with 1.9M reactions from USPTO patents (1976-2016). Predict the product of the given reaction. (1) Given the reactants [CH3:1][C:2]1[C:6]([CH2:7][CH2:8][CH2:9][OH:10])=[CH:5][N:4]([C:11]2[CH:16]=[CH:15][C:14]([C:17]([F:20])([F:19])[F:18])=[CH:13][N:12]=2)[N:3]=1.O[C:22]1[CH:26]=[C:25]([CH2:27][CH2:28][C:29]([O:31]CC)=[O:30])[N:24]([C:34]2[CH:39]=[CH:38][CH:37]=[CH:36][CH:35]=2)[N:23]=1.C(P(CCCC)CCCC)CCC.N(C(N1CCCCC1)=O)=NC(N1CCCCC1)=O, predict the reaction product. The product is: [CH3:1][C:2]1[C:6]([CH2:7][CH2:8][CH2:9][O:10][C:22]2[CH:26]=[C:25]([CH2:27][CH2:28][C:29]([OH:31])=[O:30])[N:24]([C:34]3[CH:39]=[CH:38][CH:37]=[CH:36][CH:35]=3)[N:23]=2)=[CH:5][N:4]([C:11]2[CH:16]=[CH:15][C:14]([C:17]([F:19])([F:20])[F:18])=[CH:13][N:12]=2)[N:3]=1. (2) The product is: [Cl:1][C:2]1[CH:3]=[C:4]([CH:9]2[CH:18]([C:19]([O:21][CH3:22])=[O:20])[CH:17]([OH:23])[C:16]3[C:11](=[CH:12][CH:13]=[CH:14][CH:15]=3)[O:10]2)[CH:5]=[CH:6][C:7]=1[Cl:8]. Given the reactants [Cl:1][C:2]1[CH:3]=[C:4]([CH:9]2[CH:18]([C:19]([O:21][CH3:22])=[O:20])[C:17](=[O:23])[C:16]3[C:11](=[CH:12][CH:13]=[CH:14][CH:15]=3)[O:10]2)[CH:5]=[CH:6][C:7]=1[Cl:8].[BH4-].[Na+], predict the reaction product. (3) Given the reactants [CH3:1][C@@H:2]1[CH2:6][N:5]([CH2:7][C:8]2[CH:9]=NC(C)=N[CH:13]=2)[CH2:4][C@H:3]1[C:15]1[NH:16][C:17](=[O:30])[C:18]2[CH:23]=[N:22][N:21]([CH:24]3[CH2:29][CH2:28][O:27][CH2:26][CH2:25]3)[C:19]=2[N:20]=1.C([BH3-])#N.[Na+].[CH3:35][O:36][C:37]1[CH:44]=CC(C=O)=C[CH:38]=1, predict the reaction product. The product is: [CH3:35][O:36][C:37]1[CH:44]=[CH:13][C:8]([CH2:7][N:5]2[CH2:6][C@@H:2]([CH3:1])[C@H:3]([C:15]3[NH:16][C:17](=[O:30])[C:18]4[CH:23]=[N:22][N:21]([CH:24]5[CH2:29][CH2:28][O:27][CH2:26][CH2:25]5)[C:19]=4[N:20]=3)[CH2:4]2)=[CH:9][CH:38]=1. (4) Given the reactants [C:1]([O:5][C:6](=[O:36])[NH:7][C:8]1([C:12]2[CH:17]=[CH:16][C:15]([C:18]3[C:19]([C:30]4[CH:35]=[CH:34][CH:33]=[CH:32][CH:31]=4)=[CH:20][C:21]4[NH:26][C:25](=[N:27][NH2:28])[CH2:24][O:23][C:22]=4[N:29]=3)=[CH:14][CH:13]=2)[CH2:11][CH2:10][CH2:9]1)([CH3:4])([CH3:3])[CH3:2].[CH:37](OCC)(OCC)OCC, predict the reaction product. The product is: [C:1]([O:5][C:6](=[O:36])[NH:7][C:8]1([C:12]2[CH:13]=[CH:14][C:15]([C:18]3[C:19]([C:30]4[CH:31]=[CH:32][CH:33]=[CH:34][CH:35]=4)=[CH:20][C:21]4[N:26]5[CH:37]=[N:28][N:27]=[C:25]5[CH2:24][O:23][C:22]=4[N:29]=3)=[CH:16][CH:17]=2)[CH2:11][CH2:10][CH2:9]1)([CH3:4])([CH3:2])[CH3:3].